Dataset: Full USPTO retrosynthesis dataset with 1.9M reactions from patents (1976-2016). Task: Predict the reactants needed to synthesize the given product. (1) Given the product [Br:1][C:2]1[CH:7]=[CH:6][C:5]([O:8][CH2:12][O:13][CH3:14])=[CH:4][C:3]=1[CH3:9], predict the reactants needed to synthesize it. The reactants are: [Br:1][C:2]1[CH:7]=[CH:6][C:5]([OH:8])=[CH:4][C:3]=1[CH3:9].[H-].[Na+].[CH3:12][O:13][CH2:14]Cl.CCOCC. (2) Given the product [CH3:17][S:18]([O:7][CH2:6][C:5]1[CH:8]=[CH:9][C:2]([Br:1])=[CH:3][CH:4]=1)(=[O:20])=[O:19], predict the reactants needed to synthesize it. The reactants are: [Br:1][C:2]1[CH:9]=[CH:8][C:5]([CH2:6][OH:7])=[CH:4][CH:3]=1.C(N(CC)CC)C.[CH3:17][S:18](Cl)(=[O:20])=[O:19].O. (3) Given the product [C:1]([O:49][C@H:48]1[C@@H:47]([OH:50])[C@H:46]([N:51]2[CH:59]=[N:58][C:57]3[C:52]2=[N:53][CH:54]=[N:55][C:56]=3[NH2:60])[O:45][C@@H:44]1[CH2:43][O:42][P:39]([O:38][C@H:37]1[CH2:36][C@H:35]([N:61]2[CH:66]=[CH:65][C:64]([NH2:67])=[N:63][C:62]2=[O:68])[O:34][C@@H:33]1[CH2:32][O:31][P:27]([OH:30])([OH:29])=[O:28])([OH:41])=[O:40])(=[O:5])[CH2:2][CH:3]=[CH2:4], predict the reactants needed to synthesize it. The reactants are: [C:1](OCC#N)(=[O:5])[CH2:2][CH:3]=[CH2:4].C([N+](CCCC)(CCCC)CCCC)CCC.[P:27]([O:31][CH2:32][C@@H:33]1[C@@H:37]([O:38][P:39]([O:42][CH2:43][C@@H:44]2[C@@H:48]([OH:49])[C@@H:47]([OH:50])[C@H:46]([N:51]3[CH:59]=[N:58][C:57]4[C:52]3=[N:53][CH:54]=[N:55][C:56]=4[NH2:60])[O:45]2)([OH:41])=[O:40])[CH2:36][C@H:35]([N:61]2[CH:66]=[CH:65][C:64]([NH2:67])=[N:63][C:62]2=[O:68])[O:34]1)([OH:30])([OH:29])=[O:28].C(O)(C(F)(F)F)=O. (4) Given the product [CH3:12][C:2]1[CH:3]=[CH:4][C:5]([S:8]([OH:11])(=[O:10])=[O:9])=[CH:6][CH:7]=1.[F:13][C@@H:14]1[CH2:18][CH2:17][NH:16][CH2:15]1, predict the reactants needed to synthesize it. The reactants are: O.[C:2]1([CH3:12])[CH:7]=[CH:6][C:5]([S:8]([OH:11])(=[O:10])=[O:9])=[CH:4][CH:3]=1.[F:13][C@@H:14]1[CH2:18][CH2:17][N:16](C(OC(C)(C)C)=O)[CH2:15]1. (5) Given the product [OH:8][CH2:9][CH2:10][N:11]([CH3:23])[CH:12]1[CH2:15][N:14]([C:16]([O:18][C:19]([CH3:21])([CH3:20])[CH3:22])=[O:17])[CH2:13]1, predict the reactants needed to synthesize it. The reactants are: C([O:8][CH2:9][CH2:10][N:11]([CH3:23])[CH:12]1[CH2:15][N:14]([C:16]([O:18][C:19]([CH3:22])([CH3:21])[CH3:20])=[O:17])[CH2:13]1)C1C=CC=CC=1. (6) Given the product [F:14][CH:11]1[CH2:12][CH2:13][N:8]([C:6]2[CH:7]=[C:2]([N:22]3[CH2:23][CH2:24][N:19]([CH3:18])[CH2:20][CH2:21]3)[CH:3]=[CH:4][C:5]=2[N+:15]([O-:17])=[O:16])[CH2:9][CH2:10]1, predict the reactants needed to synthesize it. The reactants are: Cl[C:2]1[CH:3]=[CH:4][C:5]([N+:15]([O-:17])=[O:16])=[C:6]([N:8]2[CH2:13][CH2:12][CH:11]([F:14])[CH2:10][CH2:9]2)[CH:7]=1.[CH3:18][N:19]1[CH2:24][CH2:23][NH:22][CH2:21][CH2:20]1. (7) The reactants are: BrC1C=C[C:5](NCC(OC)=O)=[N:6]C=1.[CH2:14]([N:16]1[C:24]2[C:19](=[CH:20][C:21]([F:25])=[CH:22][CH:23]=2)[C:18]([CH:26]=O)=[CH:17]1)[CH3:15].CN1C2C(=CC=CC=2)C(C)=C1C=O. Given the product [CH2:14]([N:16]1[C:24]2[C:19](=[CH:20][C:21]([F:25])=[CH:22][CH:23]=2)[C:18]([CH2:26][NH:6][CH3:5])=[CH:17]1)[CH3:15], predict the reactants needed to synthesize it. (8) Given the product [CH2:7]([N:14]1[CH2:18][C@H:17]([C:19]2([NH:22][C:23]([O:25][C:26]([CH3:27])([CH3:28])[CH3:29])=[O:24])[CH2:20][CH2:21]2)[C@H:16]([CH2:30][OH:31])[CH2:15]1)[C:8]1[CH:9]=[CH:10][CH:11]=[CH:12][CH:13]=1, predict the reactants needed to synthesize it. The reactants are: [H-].[Al+3].[Li+].[H-].[H-].[H-].[CH2:7]([N:14]1[CH2:18][C@H:17]([C:19]2([NH:22][C:23]([O:25][C:26]([CH3:29])([CH3:28])[CH3:27])=[O:24])[CH2:21][CH2:20]2)[C@H:16]([C:30](OCC)=[O:31])[CH2:15]1)[C:8]1[CH:13]=[CH:12][CH:11]=[CH:10][CH:9]=1.O. (9) Given the product [Cl:8][C:4]1[CH:5]=[CH:6][CH:7]=[C:2]([Cl:1])[C:3]=1[C:9]1[C:13]([CH2:14][O:15][C:16]2[CH:17]=[C:18]3[C:22](=[CH:23][CH:24]=2)[N:21]([CH2:25][C:26]2[CH:27]=[CH:28][C:29]([C:30]([OH:32])=[O:31])=[CH:34][CH:35]=2)[CH:20]=[CH:19]3)=[C:12]([CH:36]([CH3:38])[CH3:37])[O:11][N:10]=1, predict the reactants needed to synthesize it. The reactants are: [Cl:1][C:2]1[CH:7]=[CH:6][CH:5]=[C:4]([Cl:8])[C:3]=1[C:9]1[C:13]([CH2:14][O:15][C:16]2[CH:17]=[C:18]3[C:22](=[CH:23][CH:24]=2)[N:21]([CH2:25][C:26]2[CH:35]=[CH:34][C:29]([C:30]([O:32]C)=[O:31])=[CH:28][CH:27]=2)[CH:20]=[CH:19]3)=[C:12]([CH:36]([CH3:38])[CH3:37])[O:11][N:10]=1.[OH-].[Li+].O1CCOCC1. (10) Given the product [Cl:30][C:25]1[CH:26]=[CH:27][CH:28]=[CH:29][C:24]=1[S:21]([N:18]1[CH2:19][CH2:20][CH:15]([C:13]2[C:12]3[C:7](=[CH:8][CH:9]=[C:10]([F:31])[CH:11]=3)[CH:6]=[C:5]([CH2:4][C:3]([OH:32])=[O:2])[CH:14]=2)[CH2:16][CH2:17]1)(=[O:22])=[O:23], predict the reactants needed to synthesize it. The reactants are: C[O:2][C:3](=[O:32])[CH2:4][C:5]1[CH:14]=[C:13]([CH:15]2[CH2:20][CH2:19][N:18]([S:21]([C:24]3[CH:29]=[CH:28][CH:27]=[CH:26][C:25]=3[Cl:30])(=[O:23])=[O:22])[CH2:17][CH2:16]2)[C:12]2[C:7](=[CH:8][CH:9]=[C:10]([F:31])[CH:11]=2)[CH:6]=1.O.[OH-].[Li+].